Dataset: Full USPTO retrosynthesis dataset with 1.9M reactions from patents (1976-2016). Task: Predict the reactants needed to synthesize the given product. Given the product [CH2:4]([N:6]([CH2:15][CH3:16])[C:12]([C:9]1[S:8][C:7]([N:6]([C:4](=[O:5])[C:3]2[CH:25]=[CH:26][C:27]([Cl:29])=[CH:28][C:2]=2[Cl:1])[C:15]2[CH:20]=[CH:19][C:18]([O:21][CH3:22])=[C:17]([O:23][CH3:24])[CH:16]=2)=[N:11][CH:10]=1)=[O:13])[CH3:3], predict the reactants needed to synthesize it. The reactants are: [Cl:1][C:2]1[CH:28]=[C:27]([Cl:29])[CH:26]=[CH:25][C:3]=1[C:4]([N:6]([C:15]1[CH:20]=[CH:19][C:18]([O:21][CH3:22])=[C:17]([O:23][CH3:24])[CH:16]=1)[C:7]1[S:8][C:9]([C:12](O)=[O:13])=[CH:10][N:11]=1)=[O:5].